From a dataset of Reaction yield outcomes from USPTO patents with 853,638 reactions. Predict the reaction yield, written as a fraction of the theoretical maximum amount of product (1.0 means a 100% yield; for example, 0.34 means a 34% yield). The reactants are [C:1]([O:5][C:6]([N:8]1[CH2:12][CH2:11][CH2:10][CH:9]1[C:13]1[NH:14][C:15]([C:18]2[CH:23]=[CH:22][C:21]([C:24]3[CH:29]=[CH:28][C:27]([C:30]4[NH:31][C:32]([CH:35]5[CH2:39][CH2:38][CH2:37][N:36]5[C:40](=[O:53])[CH:41]([NH:48][C:49]([O:51][CH3:52])=[O:50])[CH2:42][CH2:43]C(F)(F)F)=[N:33][CH:34]=4)=[CH:26][CH:25]=3)=[CH:20][CH:19]=2)=[CH:16][N:17]=1)=[O:7])([CH3:4])([CH3:3])[CH3:2].COC(=O)C(NC(OC)=O)CC[O:60][CH2:61][C:62]([F:65])([F:64])[F:63]. No catalyst specified. The product is [C:1]([O:5][C:6]([N:8]1[CH2:12][CH2:11][CH2:10][CH:9]1[C:13]1[NH:14][C:15]([C:18]2[CH:23]=[CH:22][C:21]([C:24]3[CH:29]=[CH:28][C:27]([C:30]4[NH:31][C:32]([CH:35]5[CH2:39][CH2:38][CH2:37][N:36]5[C:40](=[O:53])[CH:41]([NH:48][C:49]([O:51][CH3:52])=[O:50])[CH2:42][CH2:43][O:60][CH2:61][C:62]([F:65])([F:64])[F:63])=[N:33][CH:34]=4)=[CH:26][CH:25]=3)=[CH:20][CH:19]=2)=[CH:16][N:17]=1)=[O:7])([CH3:3])([CH3:4])[CH3:2]. The yield is 0.740.